Dataset: Full USPTO retrosynthesis dataset with 1.9M reactions from patents (1976-2016). Task: Predict the reactants needed to synthesize the given product. (1) Given the product [CH:7]1[C:15]2[C:14]3[CH2:16][CH2:17][CH2:18][CH2:19][CH2:20][C:13]=3[O:12][C:11]=2[CH:10]=[CH:9][C:8]=1[NH:21][C:2](=[O:3])[O:4][CH2:5][CH3:6], predict the reactants needed to synthesize it. The reactants are: Cl[C:2]([O:4][CH2:5][CH3:6])=[O:3].[CH:7]1[C:15]2[C:14]3[CH2:16][CH2:17][CH2:18][CH2:19][CH2:20][C:13]=3[O:12][C:11]=2[CH:10]=[CH:9][C:8]=1[NH2:21].N1C=CC=CC=1. (2) Given the product [OH:21][CH2:20][CH:19]1[O:11][C:6]2[CH:5]=[C:4]([N+:1]([O-:3])=[O:2])[CH:10]=[CH:9][C:7]=2[O:8][CH2:17]1, predict the reactants needed to synthesize it. The reactants are: [N+:1]([C:4]1[CH:5]=[C:6]([OH:11])[C:7](=[CH:9][CH:10]=1)[OH:8])([O-:3])=[O:2].C(=O)(O)[O-].[K+].[CH2:17]([CH:19]1[O:21][CH2:20]1)Br. (3) The reactants are: C([N:8](CC1C=CC=CC=1)[C:9]1[C:14]2[N:15]=[C:16]([CH2:22][O:23][CH2:24][CH3:25])[N:17]([NH:18][CH:19]([CH3:21])[CH3:20])[C:13]=2[CH:12]=[C:11]([CH3:26])[N:10]=1)C1C=CC=CC=1.C([O-])=O.[NH4+].CO. Given the product [CH2:24]([O:23][CH2:22][C:16]1[N:17]([NH:18][CH:19]([CH3:20])[CH3:21])[C:13]2[CH:12]=[C:11]([CH3:26])[N:10]=[C:9]([NH2:8])[C:14]=2[N:15]=1)[CH3:25], predict the reactants needed to synthesize it.